This data is from Full USPTO retrosynthesis dataset with 1.9M reactions from patents (1976-2016). The task is: Predict the reactants needed to synthesize the given product. (1) Given the product [CH2:1]([N:11]1[C:17](=[O:18])[CH:15]([OH:16])[CH:13]([OH:14])[C:12]1=[O:20])[CH2:2][CH2:3][CH2:4][CH2:5][CH2:6][CH2:7][CH2:8][CH2:9][CH3:10], predict the reactants needed to synthesize it. The reactants are: [CH2:1]([NH2:11])[CH2:2][CH2:3][CH2:4][CH2:5][CH2:6][CH2:7][CH2:8][CH2:9][CH3:10].[C:12](O)(=[O:20])[CH:13]([CH:15]([C:17](O)=[O:18])[OH:16])[OH:14]. (2) Given the product [CH3:1][N:2]1[C:6]([C:7]2([OH:14])[CH2:13][CH2:12][C:11]3([O:37][CH2:27][CH2:28][O:29]3)[CH2:10][CH2:9]2)=[C:5]([N+:15]([O-:17])=[O:16])[CH:4]=[N:3]1, predict the reactants needed to synthesize it. The reactants are: [CH3:1][N:2]1[C:6]([C:7]2([OH:14])[CH2:13][CH2:12][CH:11]=[CH:10][CH2:9]C2)=[C:5]([N+:15]([O-:17])=[O:16])[CH:4]=[N:3]1.CN1C=C([N+]([O-])=O)C=N1.[CH2:27]1[O:37]C2(CCC(=O)CC2)[O:29][CH2:28]1.